Dataset: Merck oncology drug combination screen with 23,052 pairs across 39 cell lines. Task: Regression. Given two drug SMILES strings and cell line genomic features, predict the synergy score measuring deviation from expected non-interaction effect. Drug 1: Cn1nnc2c(C(N)=O)ncn2c1=O. Drug 2: NC1(c2ccc(-c3nc4ccn5c(=O)[nH]nc5c4cc3-c3ccccc3)cc2)CCC1. Cell line: A427. Synergy scores: synergy=30.5.